From a dataset of Forward reaction prediction with 1.9M reactions from USPTO patents (1976-2016). Predict the product of the given reaction. (1) Given the reactants [CH3:1][C:2]1([CH3:38])[C:15]2[C:14]3[CH:13]=[CH:12][CH:11]=[CH:10][C:9]=3[NH:8][C:7]=2[C:6]([C:16]([O:18][CH:19]([CH3:21])[CH3:20])=[O:17])=[CH:5][N:4]([C:22]([C:24]2[CH:29]=[CH:28][CH:27]=[C:26]([O:30]CC3C=CC=CC=3)[CH:25]=2)=[O:23])[CH2:3]1, predict the reaction product. The product is: [CH3:21][CH:19]([O:18][C:16]([C:6]1[C:7]2[NH:8][C:9]3[CH:10]=[CH:11][CH:12]=[CH:13][C:14]=3[C:15]=2[C:2]([CH3:38])([CH3:1])[CH2:3][N:4]([C:22]([C:24]2[CH:29]=[CH:28][CH:27]=[C:26]([OH:30])[CH:25]=2)=[O:23])[CH:5]=1)=[O:17])[CH3:20]. (2) Given the reactants Cl[C:2]1[CH:3]=[CH:4][C:5]2[N:6]([C:8]([CH2:11][NH:12][C:13](=[O:19])[O:14][C:15]([CH3:18])([CH3:17])[CH3:16])=[N:9][N:10]=2)[N:7]=1.[F:20][C:21]1[CH:26]=[C:25](B2OC(C)(C)C(C)(C)O2)[CH:24]=[CH:23][C:22]=1[N:36]1[CH2:40][CH2:39][CH2:38][C:37]1=[O:41].C(=O)([O-])[O-].[Cs+].[Cs+].O1CCOCC1.O, predict the reaction product. The product is: [F:20][C:21]1[CH:26]=[C:25]([C:2]2[CH:3]=[CH:4][C:5]3[N:6]([C:8]([CH2:11][NH:12][C:13](=[O:19])[O:14][C:15]([CH3:18])([CH3:17])[CH3:16])=[N:9][N:10]=3)[N:7]=2)[CH:24]=[CH:23][C:22]=1[N:36]1[CH2:40][CH2:39][CH2:38][C:37]1=[O:41]. (3) Given the reactants [C:1]([O:5][C:6]([N:8]1[CH2:13][CH2:12][CH:11]([CH:14]=[C:15](Br)Br)[CH2:10][CH2:9]1)=[O:7])([CH3:4])([CH3:3])[CH3:2].C([Li])CCC.[CH2:23]([Sn:27](Cl)([CH2:32][CH2:33][CH2:34][CH3:35])[CH2:28][CH2:29][CH2:30][CH3:31])[CH2:24][CH2:25][CH3:26].C(OCC)(=O)C, predict the reaction product. The product is: [C:1]([O:5][C:6]([N:8]1[CH2:13][CH2:12][CH:11]([C:14]#[C:15][Sn:27]([CH2:28][CH2:29][CH2:30][CH3:31])([CH2:32][CH2:33][CH2:34][CH3:35])[CH2:23][CH2:24][CH2:25][CH3:26])[CH2:10][CH2:9]1)=[O:7])([CH3:4])([CH3:3])[CH3:2]. (4) Given the reactants [CH3:1][C:2]1[N:7]([C:8]2[CH:13]=[CH:12][CH:11]=[C:10]([C:14]([F:17])([F:16])[F:15])[CH:9]=2)[C:6](=[O:18])[C:5]([C:19]([OH:21])=[O:20])=[CH:4][CH:3]=1.[I:22]I.S(=O)(=O)(O)O.[N+]([O-])(O)=O, predict the reaction product. The product is: [I:22][C:3]1[CH:4]=[C:5]([C:19]([OH:21])=[O:20])[C:6](=[O:18])[N:7]([C:8]2[CH:13]=[CH:12][CH:11]=[C:10]([C:14]([F:16])([F:17])[F:15])[CH:9]=2)[C:2]=1[CH3:1]. (5) Given the reactants [NH2:1][C:2]1[CH:3]=[C:4]([C:8]([NH:10][C:11]2([C:14]([O:16]CC3C=CC=CC=3)=[O:15])[CH2:13][CH2:12]2)=[O:9])[CH:5]=[N:6][CH:7]=1, predict the reaction product. The product is: [NH2:1][C:2]1[CH:3]=[C:4]([C:8]([NH:10][C:11]2([C:14]([OH:16])=[O:15])[CH2:12][CH2:13]2)=[O:9])[CH:5]=[N:6][CH:7]=1. (6) Given the reactants Br[C:2]1[N:3]=[CH:4][C:5]([O:31][CH3:32])=[C:6]2[C:10]([C:11](=[O:30])[C:12]([N:14]3[CH2:23][CH2:22][C:21]4[C:16](=[CH:17][CH:18]=[CH:19][C:20]=4[C:24]4[CH:29]=[CH:28][CH:27]=[CH:26][N:25]=4)[CH2:15]3)=[O:13])=[CH:9][NH:8][C:7]=12.[F:33][C:34]([F:41])([F:40])[C:35]1[CH:39]=[CH:38][NH:37][N:36]=1.CN[C@@H]1CCCC[C@@H]1NC.C(=O)([O-])[O-].[K+].[K+], predict the reaction product. The product is: [CH3:32][O:31][C:5]1[CH:4]=[N:3][C:2]([N:37]2[CH:38]=[CH:39][C:35]([C:34]([F:41])([F:40])[F:33])=[N:36]2)=[C:7]2[NH:8][CH:9]=[C:10]([C:11](=[O:30])[C:12]([N:14]3[CH2:23][CH2:22][C:21]4[C:16](=[CH:17][CH:18]=[CH:19][C:20]=4[C:24]4[CH:29]=[CH:28][CH:27]=[CH:26][N:25]=4)[CH2:15]3)=[O:13])[C:6]=12.